Dataset: Reaction yield outcomes from USPTO patents with 853,638 reactions. Task: Predict the reaction yield, written as a fraction of the theoretical maximum amount of product (1.0 means a 100% yield; for example, 0.34 means a 34% yield). (1) The reactants are C1CO[C:8]23OCCO[C:3]2([C@:4]2([CH2:27][CH2:26][C@H:25]4[C@@H:15](C/[C:17](=[N:29]\[OH:30])/[C@:18]5(O)[C@:23]4([CH3:24])[CH2:22][CH2:21][CH2:20][CH2:19]5)[C@@H:6]2[CH2:7]3)[CH3:5])O1.CC1C=CC(S(O)(=O)=[O:39])=CC=1.O.[C:43]([O-:46])(O)=O.[Na+]. The catalyst is CC(C)=O. The product is [OH:30]/[N:29]=[C:17]1/[C:43](=[O:46])[C@@H:15]2[C@@H:25]([C@:23]3([CH3:24])[C:18]/1=[CH:19][C:20](=[O:39])[CH2:21][CH2:22]3)[CH2:26][CH2:27][C@@:4]1([CH3:5])[C@H:6]2[CH2:7][CH2:8][CH2:3]1. The yield is 0.670. (2) The reactants are [CH:1]1([C:4]2[CH:11]=[CH:10][C:7]([C:8]#[N:9])=[C:6]([OH:12])[N:5]=2)[CH2:3][CH2:2]1.[N+:13]([O-])([OH:15])=[O:14]. The catalyst is CC(OC(C)=O)=O. The product is [CH:1]1([C:4]2[C:11]([N+:13]([O-:15])=[O:14])=[CH:10][C:7]([C:8]#[N:9])=[C:6]([OH:12])[N:5]=2)[CH2:2][CH2:3]1. The yield is 0.604.